This data is from Full USPTO retrosynthesis dataset with 1.9M reactions from patents (1976-2016). The task is: Predict the reactants needed to synthesize the given product. The reactants are: [CH:1]1[C:13]2[NH:12][C:11]3[C:6](=[CH:7][CH:8]=[CH:9][CH:10]=3)[C:5]=2[CH:4]=[CH:3][CH:2]=1.Br[CH2:15][CH2:16][CH2:17][C:18]#[N:19]. Given the product [CH:10]1[C:11]2[N:12]([CH2:15][CH2:16][CH2:17][C:18]#[N:19])[C:13]3[C:5](=[CH:4][CH:3]=[CH:2][CH:1]=3)[C:6]=2[CH:7]=[CH:8][CH:9]=1, predict the reactants needed to synthesize it.